From a dataset of Reaction yield outcomes from USPTO patents with 853,638 reactions. Predict the reaction yield, written as a fraction of the theoretical maximum amount of product (1.0 means a 100% yield; for example, 0.34 means a 34% yield). The reactants are [NH:1]1[CH2:6][CH2:5][C:4](=[O:7])[CH2:3][CH2:2]1.[C:8]([O:11][CH:12](Br)[C:13]1[CH:18]=[CH:17][CH:16]=[CH:15][CH:14]=1)(=[O:10])[CH3:9].C([O-])([O-])=O.[K+].[K+].CCN(CC)CC. The catalyst is CC(C)=O. The product is [O:7]=[C:4]1[CH2:5][CH2:6][N:1]([CH2:9][C:8]([O:11][CH2:12][C:13]2[CH:18]=[CH:17][CH:16]=[CH:15][CH:14]=2)=[O:10])[CH2:2][CH2:3]1. The yield is 0.830.